From a dataset of Peptide-MHC class II binding affinity with 134,281 pairs from IEDB. Regression. Given a peptide amino acid sequence and an MHC pseudo amino acid sequence, predict their binding affinity value. This is MHC class II binding data. (1) The peptide sequence is VVDLSKMRAVWVDGK. The MHC is HLA-DPA10201-DPB11401 with pseudo-sequence HLA-DPA10201-DPB11401. The binding affinity (normalized) is 0.177. (2) The peptide sequence is HENHGLKTRQEKWMT. The MHC is HLA-DQA10102-DQB10501 with pseudo-sequence HLA-DQA10102-DQB10501. The binding affinity (normalized) is 0.314. (3) The peptide sequence is YESYKFIPALEAA. The MHC is DRB1_1101 with pseudo-sequence DRB1_1101. The binding affinity (normalized) is 0.586. (4) The peptide sequence is EGHHLASAAILGHDG. The MHC is DRB1_0405 with pseudo-sequence DRB1_0405. The binding affinity (normalized) is 0.182. (5) The binding affinity (normalized) is 0.414. The peptide sequence is NRVWNSFQIEEFGTGE. The MHC is DRB3_0301 with pseudo-sequence DRB3_0301. (6) The peptide sequence is DENPVVHFFKNIVTPRTPP. The MHC is DRB1_1501 with pseudo-sequence DRB1_1501. The binding affinity (normalized) is 0.699.